Dataset: Forward reaction prediction with 1.9M reactions from USPTO patents (1976-2016). Task: Predict the product of the given reaction. (1) Given the reactants C[C:2]1([CH3:10])[O:9][C:7](=[O:8])[CH2:6][C:4](=[O:5])[O:3]1.[OH2:11].[C:12]1([CH3:22])[CH:17]=[CH:16][C:15](S(O)(=O)=O)=[CH:14]C=1.C(O)C[CH2:25][CH2:26][CH2:27][CH2:28][OH:29], predict the reaction product. The product is: [C:4]([O:3][CH2:22][CH2:12][CH2:17][CH2:16][CH2:15][CH2:14][OH:11])(=[O:5])[CH2:6][C:7]([O:9][CH2:2][CH2:10][CH2:25][CH2:26][CH2:27][CH2:28][OH:29])=[O:8]. (2) Given the reactants [CH2:1]([O:8][CH2:9][CH:10]1[CH2:15][CH2:14][CH:13]([CH2:16][OH:17])[CH2:12][CH2:11]1)[C:2]1[CH:7]=[CH:6][CH:5]=[CH:4][CH:3]=1.C([O-])(O)=[O:19].[Na+], predict the reaction product. The product is: [CH3:1][O:8][C:9]([CH:10]1[CH2:15][CH2:14][CH:13]([CH2:16][OH:17])[CH2:12][CH2:11]1)=[O:19].[CH2:1]([O:8][CH2:9][CH:10]1[CH2:15][CH2:14][CH:13]([CH:16]=[O:17])[CH2:12][CH2:11]1)[C:2]1[CH:7]=[CH:6][CH:5]=[CH:4][CH:3]=1.